From a dataset of Forward reaction prediction with 1.9M reactions from USPTO patents (1976-2016). Predict the product of the given reaction. Given the reactants [Cl:1][C:2]1[C:3]([C:23]2[N:27]3[CH:28]=[CH:29][CH:30]=[CH:31][C:26]3=[N:25][CH:24]=2)=[N:4][C:5]([NH:8][C:9]2[CH:14]=[CH:13][C:12]([N:15]3[CH2:20][CH2:19][NH:18][CH2:17][CH2:16]3)=[CH:11][C:10]=2[O:21][CH3:22])=[N:6][CH:7]=1.C(N(CC)C(C)C)(C)C.[OH:41][C:42]1([C:45](O)=[O:46])[CH2:44][CH2:43]1, predict the reaction product. The product is: [Cl:1][C:2]1[C:3]([C:23]2[N:27]3[CH:28]=[CH:29][CH:30]=[CH:31][C:26]3=[N:25][CH:24]=2)=[N:4][C:5]([NH:8][C:9]2[CH:14]=[CH:13][C:12]([N:15]3[CH2:16][CH2:17][N:18]([C:45]([C:42]4([OH:41])[CH2:44][CH2:43]4)=[O:46])[CH2:19][CH2:20]3)=[CH:11][C:10]=2[O:21][CH3:22])=[N:6][CH:7]=1.